This data is from Forward reaction prediction with 1.9M reactions from USPTO patents (1976-2016). The task is: Predict the product of the given reaction. (1) The product is: [CH3:13][N:12]1[CH:8]([C:5]2[CH:6]=[CH:7][C:2]([N:19]3[C:20]4[CH2:21][CH2:22][CH2:23][CH2:24][C:25]=4[C:17]([C:16]([F:15])([F:27])[F:26])=[N:18]3)=[CH:3][CH:4]=2)[CH2:9][CH2:10][C:11]1=[O:14]. Given the reactants Br[C:2]1[CH:7]=[CH:6][C:5]([CH:8]2[N:12]([CH3:13])[C:11](=[O:14])[CH2:10][CH2:9]2)=[CH:4][CH:3]=1.[F:15][C:16]([F:27])([F:26])[C:17]1[C:25]2[CH2:24][CH2:23][CH2:22][CH2:21][C:20]=2[NH:19][N:18]=1.CN(C)CC(O)=O.C(=O)([O-])[O-].[K+].[K+], predict the reaction product. (2) Given the reactants [CH:1]([N:3]1[C:15]2[CH:14]=[CH:13][CH:12]=[CH:11][C:10]=2[C:9]2[C:4]1=[CH:5][CH:6]=[CH:7][CH:8]=2)=[CH2:2].[CH:16]12B[CH:20]([CH2:21][CH2:22][CH2:23]1)[CH2:19][CH2:18][CH2:17]2.[OH-].[Na+].Br[C:28]1[CH:29]=[CH:30][C:31]2[NH:32][C:33]3[C:38]([C:39]=2[CH:40]=1)=[CH:37][C:36](Br)=[CH:35][CH:34]=3, predict the reaction product. The product is: [CH:14]1[C:15]2[N:3]([CH2:1][CH2:2][C:28]3[CH:29]=[CH:30][C:31]4[NH:32][C:33]5[C:38]([C:39]=4[CH:40]=3)=[CH:37][C:36]([CH2:2][CH2:1][N:3]3[C:17]4[CH:18]=[CH:19][CH:20]=[CH:21][C:22]=4[C:23]4[C:16]3=[CH:9][CH:4]=[CH:5][CH:6]=4)=[CH:35][CH:34]=5)[C:4]3[C:9](=[CH:8][CH:7]=[CH:6][CH:5]=3)[C:10]=2[CH:11]=[CH:12][CH:13]=1. (3) Given the reactants [NH2:1][C:2]1[N:7]=[CH:6][C:5]([C:8]2[CH:9]=[CH:10][C:11]3[N:12]([CH:14]=[C:15]([NH:17][C:18](=[O:20])[CH3:19])[N:16]=3)[CH:13]=2)=[CH:4][C:3]=1Cl.[F:22][C:23]([F:34])([F:33])[C:24]1[CH:29]=[CH:28][C:27](B(O)O)=[CH:26][CH:25]=1, predict the reaction product. The product is: [NH2:1][C:2]1[N:7]=[CH:6][C:5]([C:8]2[CH:9]=[CH:10][C:11]3[N:12]([CH:14]=[C:15]([NH:17][C:18](=[O:20])[CH3:19])[N:16]=3)[CH:13]=2)=[CH:4][C:3]=1[C:27]1[CH:28]=[CH:29][C:24]([C:23]([F:34])([F:33])[F:22])=[CH:25][CH:26]=1. (4) Given the reactants [Cl:1][C:2]1[CH:7]=[CH:6][C:5]([CH:8]([C:14]2[CH:19]=[CH:18][C:17]([Cl:20])=[CH:16][CH:15]=2)[S:9][CH2:10][C:11]([OH:13])=O)=[CH:4][CH:3]=1.[C:21]1([CH2:27][CH2:28][CH2:29][NH2:30])[CH:26]=[CH:25][CH:24]=[CH:23][CH:22]=1, predict the reaction product. The product is: [Cl:20][C:17]1[CH:18]=[CH:19][C:14]([CH:8]([C:5]2[CH:4]=[CH:3][C:2]([Cl:1])=[CH:7][CH:6]=2)[S:9][CH2:10][C:11]([NH:30][CH2:29][CH2:28][CH2:27][C:21]2[CH:26]=[CH:25][CH:24]=[CH:23][CH:22]=2)=[O:13])=[CH:15][CH:16]=1. (5) Given the reactants [C:1]([OH:4])(=[O:3])[CH3:2].[C:5]([OH:8])(=[O:7])[CH3:6].[C:9]([OH:12])(=[O:11])[CH3:10].[NH2:13][C:14]1[N:19]=[CH:18][N:17]=[C:16]2[N:20]([C@H:41]3[CH2:46][CH2:45][C@@H:44]([N:47]4[CH2:52][CH2:51][N:50]([CH3:53])[CH2:49][CH2:48]4)[CH2:43][CH2:42]3)[N:21]=[C:22]([C:23]3[CH:40]=[CH:39][C:26]([NH:27][C:28]4[O:29][C:30]5[CH:36]=[CH:35][C:34]([C:37]#[N:38])=[CH:33][C:31]=5[N:32]=4)=[CH:25][CH:24]=3)[C:15]=12.[OH-].[Na+].O.OO, predict the reaction product. The product is: [C:1]([OH:4])(=[O:3])[CH3:2].[C:5]([OH:8])(=[O:7])[CH3:6].[C:9]([OH:12])(=[O:11])[CH3:10].[NH2:13][C:14]1[N:19]=[CH:18][N:17]=[C:16]2[N:20]([C@H:41]3[CH2:42][CH2:43][C@@H:44]([N:47]4[CH2:48][CH2:49][N:50]([CH3:53])[CH2:51][CH2:52]4)[CH2:45][CH2:46]3)[N:21]=[C:22]([C:23]3[CH:40]=[CH:39][C:26]([NH:27][C:28]4[O:29][C:30]5[CH:36]=[CH:35][C:34]([C:37]([NH2:38])=[O:3])=[CH:33][C:31]=5[N:32]=4)=[CH:25][CH:24]=3)[C:15]=12. (6) Given the reactants Cl.C[N:3](C)CCCN=C=NCC.ON1C2C=CC=CC=2N=N1.[Cl-].[NH4+].[C:25]([C:27]1[CH:28]=[C:29]([CH2:33][CH2:34][CH:35]2[CH2:40][CH2:39][N:38]([C:41]([O:43][C:44]3[CH:45]=[N:46][CH:47]=[C:48]([CH:52]=3)[C:49](O)=[O:50])=[O:42])[CH2:37][CH2:36]2)[CH:30]=[CH:31][CH:32]=1)#[N:26].C(=O)([O-])O.[Na+], predict the reaction product. The product is: [C:25]([C:27]1[CH:28]=[C:29]([CH2:33][CH2:34][CH:35]2[CH2:36][CH2:37][N:38]([C:41]([O:43][C:44]3[CH:45]=[N:46][CH:47]=[C:48]([C:49]([NH2:3])=[O:50])[CH:52]=3)=[O:42])[CH2:39][CH2:40]2)[CH:30]=[CH:31][CH:32]=1)#[N:26].